Dataset: Full USPTO retrosynthesis dataset with 1.9M reactions from patents (1976-2016). Task: Predict the reactants needed to synthesize the given product. (1) Given the product [C:22]([C:8]1[C:7](/[C:6](/[C:33]2[CH:34]=[CH:35][C:30](/[CH:29]=[CH:28]/[C:27]([O:26][CH2:24][CH3:25])=[O:39])=[CH:31][CH:32]=2)=[C:5](\[CH:1]2[CH2:2][CH2:3][CH2:4]2)/[C:41]2[CH:46]=[CH:45][CH:44]=[CH:43][CH:42]=2)=[CH:15][CH:14]=[C:13]2[C:9]=1[CH:10]=[N:11][N:12]2[CH:16]1[CH2:21][CH2:20][CH2:19][CH2:18][O:17]1)#[N:23], predict the reactants needed to synthesize it. The reactants are: [CH:1]1([C:5]#[C:6][C:7]2[CH:15]=[CH:14][C:13]3[N:12]([CH:16]4[CH2:21][CH2:20][CH2:19][CH2:18][O:17]4)[N:11]=[CH:10][C:9]=3[C:8]=2[C:22]#[N:23])[CH2:4][CH2:3][CH2:2]1.[CH2:24]([O:26][C:27](=[O:39])/[CH:28]=[CH:29]/[C:30]1[CH:35]=[CH:34][C:33](B(O)O)=[CH:32][CH:31]=1)[CH3:25].I[C:41]1[CH:46]=[CH:45][CH:44]=[CH:43][CH:42]=1.C([O-])([O-])=O.[K+].[K+].N#N. (2) Given the product [CH2:11]([O:10][C:2]1[N:7]=[CH:6][C:5]([CH2:8][OH:9])=[CH:4][CH:3]=1)[CH3:12], predict the reactants needed to synthesize it. The reactants are: Cl[C:2]1[N:7]=[CH:6][C:5]([CH2:8][OH:9])=[CH:4][CH:3]=1.[O-:10][CH2:11][CH3:12].[Na+]. (3) Given the product [CH:3]1([C:19]([O:20][CH:26]([I:1])[CH3:27])=[O:22])[CH2:4][CH2:5][CH2:6][CH2:7][CH2:8]1, predict the reactants needed to synthesize it. The reactants are: [I-:1].[Na+].[CH:3]1(C(Cl)=O)[CH2:8][CH2:7][CH2:6][CH2:5][CH2:4]1.S([O-])([O-])(=O)=S.[Na+].[Na+].[C:19](=[O:22])([O-])[OH:20].[Na+].[Cl-].[Na+].[C:26](#N)[CH3:27]. (4) Given the product [OH:5][C@@H:4]([CH3:7])[CH2:3]/[CH:6]=[CH:23]/[CH:22]=[C:21](\[CH3:25])/[C:18]([O:20][CH2:11][CH3:12])=[O:19], predict the reactants needed to synthesize it. The reactants are: IC=[C:3]([CH3:6])[CH:4]=[O:5].[CH:7](Cl)(Cl)Cl.[CH2:11](N(CC)CC)[CH3:12].[CH:18]([OH:20])=[O:19].[CH2:21]1[CH2:25]O[CH2:23][CH2:22]1. (5) Given the product [Cl:9][C:10]1[CH:15]=[CH:14][C:13]([N:7]([C:1]2[CH:6]=[CH:5][CH:4]=[CH:3][CH:2]=2)[NH2:8])=[CH:12][CH:11]=1, predict the reactants needed to synthesize it. The reactants are: [C:1]1([NH:7][NH2:8])[CH:6]=[CH:5][CH:4]=[CH:3][CH:2]=1.[Cl:9][C:10]1[CH:15]=[CH:14][C:13](Br)=[CH:12][CH:11]=1.C1C=CC(P(C2C(C3C(P(C4C=CC=CC=4)C4C=CC=CC=4)=CC=C4C=3C=CC=C4)=C3C(C=CC=C3)=CC=2)C2C=CC=CC=2)=CC=1.CC([O-])(C)C.[Na+]. (6) Given the product [CH2:51]([N:5]([CH2:1][CH2:2][CH2:3][CH3:4])[C:6]([C:8]1[C:12]([Cl:13])=[C:11]([CH3:14])[N:10]([C:15]2[CH:20]=[CH:19][C:18]([C:21](=[O:36])[NH:22][S:23]([C:26]3[CH:35]=[CH:34][C:33]4[C:28](=[CH:29][CH:30]=[CH:31][CH:32]=4)[CH:27]=3)(=[O:25])=[O:24])=[CH:17][C:16]=2[C:37]([N:39]2[C@H:48]([CH2:49][O:50][CH2:58][CH2:59][CH2:60][O:61][CH3:62])[CH2:47][C:46]3[C:41](=[CH:42][CH:43]=[CH:44][CH:45]=3)[CH2:40]2)=[O:38])[N:9]=1)=[O:7])[CH2:52][CH2:53][CH3:54], predict the reactants needed to synthesize it. The reactants are: [CH2:1]([N:5]([CH2:51][CH2:52][CH2:53][CH3:54])[C:6]([C:8]1[C:12]([Cl:13])=[C:11]([CH3:14])[N:10]([C:15]2[CH:20]=[CH:19][C:18]([C:21](=[O:36])[NH:22][S:23]([C:26]3[CH:35]=[CH:34][C:33]4[C:28](=[CH:29][CH:30]=[CH:31][CH:32]=4)[CH:27]=3)(=[O:25])=[O:24])=[CH:17][C:16]=2[C:37]([N:39]2[C@H:48]([CH2:49][OH:50])[CH2:47][C:46]3[C:41](=[CH:42][CH:43]=[CH:44][CH:45]=3)[CH2:40]2)=[O:38])[N:9]=1)=[O:7])[CH2:2][CH2:3][CH3:4].[H-].[Na+].Br[CH2:58][CH2:59][CH2:60][O:61][CH3:62]. (7) Given the product [ClH:1].[Cl:1][C@H:2]1[C@H:6]([CH2:7][CH2:8][CH2:9][C:10]2[S:14][C:13]([C:15]([O:17][CH2:18][CH2:19][N:20]([CH2:21][CH3:22])[CH2:23][CH3:24])=[O:16])=[CH:12][CH:11]=2)[C@@H:5]([CH2:25][CH2:26][C:27]2[CH:32]=[C:31]([Cl:33])[CH:30]=[C:29]([Cl:34])[CH:28]=2)[C@H:4]([OH:35])[CH2:3]1, predict the reactants needed to synthesize it. The reactants are: [Cl:1][C@H:2]1[C@H:6]([CH2:7][CH2:8][CH2:9][C:10]2[S:14][C:13]([C:15]([O:17][CH2:18][CH2:19][N:20]([CH2:23][CH3:24])[CH2:21][CH3:22])=[O:16])=[CH:12][CH:11]=2)[C@@H:5]([CH2:25][CH2:26][C:27]2[CH:32]=[C:31]([Cl:33])[CH:30]=[C:29]([Cl:34])[CH:28]=2)[C@H:4]([OH:35])[CH2:3]1.Cl.CCCCCC. (8) The reactants are: Cl[C:2]1[CH:7]=[C:6]([Cl:8])[N:5]2[N:9]=[CH:10][C:11]([CH:12]([CH3:14])[CH3:13])=[C:4]2[N:3]=1.CC1(C)C(C)(C)OB([C:23]2[CH:24]=[C:25]3[CH:31]=[CH:30][NH:29][C:26]3=[N:27][CH:28]=2)O1.C([O-])(O)=O.[Na+]. Given the product [Cl:8][C:6]1[N:5]2[N:9]=[CH:10][C:11]([CH:12]([CH3:14])[CH3:13])=[C:4]2[N:3]=[C:2]([C:23]2[CH:24]=[C:25]3[CH:31]=[CH:30][NH:29][C:26]3=[N:27][CH:28]=2)[CH:7]=1, predict the reactants needed to synthesize it. (9) The reactants are: C[C:2]1[NH:6][N:5]=[C:4]([C:7]([O-:9])=[O:8])[N:3]=1.C(O[C@@H:14]1[O:26][C@H:25]([CH2:27][O:28][C:29](=[O:31])[CH3:30])[C@@H:20]([O:21][C:22](=[O:24])[CH3:23])[C@H:15]1[O:16][C:17](=[O:19])[CH3:18])(=O)C.[N+]([C:35]1C=CC(OP([O-])(OC2C=CC([N+]([O-])=O)=CC=2)=O)=CC=1)([O-])=O. Given the product [C:17]([O:16][C@@H:15]1[C@H:20]([O:21][C:22](=[O:24])[CH3:23])[C@@H:25]([CH2:27][O:28][C:29](=[O:31])[CH3:30])[O:26][C@H:14]1[N:5]1[C:4]([C:7]([O:9][CH3:35])=[O:8])=[N:3][CH:2]=[N:6]1)(=[O:19])[CH3:18], predict the reactants needed to synthesize it. (10) Given the product [Br:1][C:2]1[CH:7]=[CH:6][C:5]([C:8]2[C:12]3[CH:13]=[CH:14][C:15]([O:17][CH2:18][CH2:19][CH2:20][N:26]([CH2:25][CH2:24][O:23][CH3:22])[CH3:27])=[CH:16][C:11]=3[S:10][N:9]=2)=[CH:4][CH:3]=1, predict the reactants needed to synthesize it. The reactants are: [Br:1][C:2]1[CH:7]=[CH:6][C:5]([C:8]2[C:12]3[CH:13]=[CH:14][C:15]([O:17][CH2:18][CH2:19][CH2:20]Br)=[CH:16][C:11]=3[S:10][N:9]=2)=[CH:4][CH:3]=1.[CH3:22][O:23][CH2:24][CH2:25][NH:26][CH3:27].